Dataset: Full USPTO retrosynthesis dataset with 1.9M reactions from patents (1976-2016). Task: Predict the reactants needed to synthesize the given product. (1) Given the product [Br:1][C:2]1[N:3]=[C:4]([O:9][CH3:10])[C:5]([NH:8][S:18]([C:14]2[CH:15]=[CH:16][CH:17]=[C:12]([Cl:11])[CH:13]=2)(=[O:20])=[O:19])=[N:6][CH:7]=1, predict the reactants needed to synthesize it. The reactants are: [Br:1][C:2]1[N:3]=[C:4]([O:9][CH3:10])[C:5]([NH2:8])=[N:6][CH:7]=1.[Cl:11][C:12]1[CH:13]=[C:14]([S:18](Cl)(=[O:20])=[O:19])[CH:15]=[CH:16][CH:17]=1. (2) Given the product [CH3:1][O:2][C:3](=[O:14])[C:4]([CH2:7][NH:8][CH:9]1[CH2:10][CH2:16][CH2:15][CH2:11]1)([CH2:12][CH3:13])[CH2:5][CH3:6], predict the reactants needed to synthesize it. The reactants are: [CH3:1][O:2][C:3](=[O:14])[C:4]([CH2:12][CH3:13])([CH2:7][NH:8][CH:9]([CH3:11])[CH3:10])[CH2:5][CH3:6].[C:15]1(=O)CCC[CH2:16]1. (3) Given the product [Br:1][C:2]1[CH:3]=[C:4]([CH:7]=[CH:8][CH:9]=1)[CH:5]=[C:14]([NH:13][C:10](=[O:12])[CH3:11])[C:15]([O:17][CH3:18])=[O:16], predict the reactants needed to synthesize it. The reactants are: [Br:1][C:2]1[CH:3]=[C:4]([CH:7]=[CH:8][CH:9]=1)[CH:5]=O.[C:10]([NH:13][CH2:14][C:15]([OH:17])=[O:16])(=[O:12])[CH3:11].[C:18]([O-])(=O)C.[Na+].O. (4) Given the product [N:34]1([CH2:30][C:28]2[C:27]([CH3:32])=[N:26][N:25]([C:23]3[CH:22]=[CH:21][N:20]=[C:19]([NH:18][C:4]4[C:3]([O:2][CH3:1])=[CH:8][C:7]([N:9]5[CH2:10][CH2:11][CH2:12][CH2:13][CH2:14]5)=[C:6]([NH:15][C:3](=[O:2])[CH:4]=[CH2:5])[CH:5]=4)[N:24]=3)[CH:29]=2)[CH2:37][CH2:36][CH2:35]1, predict the reactants needed to synthesize it. The reactants are: [CH3:1][O:2][C:3]1[CH:8]=[C:7]([N:9]2[CH2:14][CH2:13][CH2:12][CH2:11][CH2:10]2)[C:6]([N+:15]([O-])=O)=[CH:5][C:4]=1[NH:18][C:19]1[N:24]=[C:23]([N:25]2[CH:29]=[C:28]([CH:30]=O)[C:27]([CH3:32])=[N:26]2)[CH:22]=[CH:21][N:20]=1.Cl.[NH:34]1[CH2:37][CH2:36][CH2:35]1.